The task is: Predict the reactants needed to synthesize the given product.. This data is from Full USPTO retrosynthesis dataset with 1.9M reactions from patents (1976-2016). (1) Given the product [C:1]([O:4][C@@H:5]1[C@@H:10]([O:11][C:12](=[O:14])[CH3:13])[C@@H:9]([O:15][C:16](=[O:18])[CH3:17])[C@@H:8]([CH2:19][O:20][C:21](=[O:23])[CH3:22])[O:7][C@:6]21[C:31]1[C:26](=[CH:27][C:28]([Cl:47])=[C:29]([CH2:32][C:33]3[CH:38]=[CH:37][C:36]([C:53]#[C:52][Si:49]([CH3:51])([CH3:50])[CH3:48])=[CH:35][CH:34]=3)[CH:30]=1)[CH2:25][O:24]2)(=[O:3])[CH3:2], predict the reactants needed to synthesize it. The reactants are: [C:1]([O:4][C@@H:5]1[C@@H:10]([O:11][C:12](=[O:14])[CH3:13])[C@@H:9]([O:15][C:16](=[O:18])[CH3:17])[C@@H:8]([CH2:19][O:20][C:21](=[O:23])[CH3:22])[O:7][C@:6]21[C:31]1[C:26](=[CH:27][C:28]([Cl:47])=[C:29]([CH2:32][C:33]3[CH:38]=[CH:37][C:36](OS(C(F)(F)F)(=O)=O)=[CH:35][CH:34]=3)[CH:30]=1)[CH2:25][O:24]2)(=[O:3])[CH3:2].[CH3:48][Si:49]([C:52]#[CH:53])([CH3:51])[CH3:50]. (2) The reactants are: [BH4-].[Na+].[C:3]1([N:9]2[C:13]3[CH:14]=[N:15][CH:16]=[CH:17][C:12]=3[N:11]=[C:10]2[C:18](=[O:20])[CH3:19])[CH:8]=[CH:7][CH:6]=[CH:5][CH:4]=1.[Cl-].[NH4+]. Given the product [C:3]1([N:9]2[C:13]3[CH:14]=[N:15][CH:16]=[CH:17][C:12]=3[N:11]=[C:10]2[CH:18]([OH:20])[CH3:19])[CH:4]=[CH:5][CH:6]=[CH:7][CH:8]=1, predict the reactants needed to synthesize it. (3) Given the product [NH:4]1[C:14]2[C:9](=[CH:10][CH:11]=[CH:12][CH:13]=2)[CH2:7][C:5]1=[O:6], predict the reactants needed to synthesize it. The reactants are: O.NN.[NH:4]1[C:14]2[C:9](=[CH:10][CH:11]=[CH:12][CH:13]=2)[C:7](=O)[C:5]1=[O:6].N1C2C(=CC=CC=2)C(=O)C1=NN.N1(C2CCCCCCC2)CCCCCCN1.N1(C2CCCCCCCCCC2)CCCCCCCCCN1.